Dataset: Forward reaction prediction with 1.9M reactions from USPTO patents (1976-2016). Task: Predict the product of the given reaction. (1) Given the reactants [Br:1][C:2]1[C:11]2[C:6](=[CH:7][CH:8]=[CH:9][CH:10]=2)[C:5](=[O:12])[O:4][C:3]=1[CH:13]([OH:15])[CH3:14].N1C=CN=C1.[C:21]([Si:25](Cl)([CH3:27])[CH3:26])([CH3:24])([CH3:23])[CH3:22], predict the reaction product. The product is: [Br:1][C:2]1[C:11]2[C:6](=[CH:7][CH:8]=[CH:9][CH:10]=2)[C:5](=[O:12])[O:4][C:3]=1[CH:13]([O:15][Si:25]([C:21]([CH3:24])([CH3:23])[CH3:22])([CH3:27])[CH3:26])[CH3:14]. (2) Given the reactants C(OC([N:8]1[CH2:13][CH2:12][CH2:11][C@H:10]([C:14](=[O:43])[NH:15][C@H:16]([C:32]([C:34]2[S:35][C:36]3[CH:42]=[CH:41][CH:40]=[CH:39][C:37]=3[N:38]=2)=[O:33])[CH2:17][CH2:18][CH2:19][CH2:20][NH:21][C:22]([O:24][CH2:25][C:26]2[CH:31]=[CH:30][CH:29]=[CH:28][CH:27]=2)=[O:23])[CH2:9]1)=O)(C)(C)C.[ClH:44].CC(=O)OCC, predict the reaction product. The product is: [ClH:44].[CH2:25]([O:24][C:22](=[O:23])[NH:21][CH2:20][CH2:19][CH2:18][CH2:17][C@H:16]([NH:15][C:14]([C@H:10]1[CH2:11][CH2:12][CH2:13][NH:8][CH2:9]1)=[O:43])[C:32]([C:34]1[S:35][C:36]2[CH:42]=[CH:41][CH:40]=[CH:39][C:37]=2[N:38]=1)=[O:33])[C:26]1[CH:27]=[CH:28][CH:29]=[CH:30][CH:31]=1.